From a dataset of NCI-60 drug combinations with 297,098 pairs across 59 cell lines. Regression. Given two drug SMILES strings and cell line genomic features, predict the synergy score measuring deviation from expected non-interaction effect. (1) Drug 1: CN(C)N=NC1=C(NC=N1)C(=O)N. Drug 2: CCCCCOC(=O)NC1=NC(=O)N(C=C1F)C2C(C(C(O2)C)O)O. Cell line: SK-MEL-28. Synergy scores: CSS=1.85, Synergy_ZIP=1.24, Synergy_Bliss=5.52, Synergy_Loewe=4.15, Synergy_HSA=3.81. (2) Drug 1: CC1OCC2C(O1)C(C(C(O2)OC3C4COC(=O)C4C(C5=CC6=C(C=C35)OCO6)C7=CC(=C(C(=C7)OC)O)OC)O)O. Drug 2: CC(C)NC(=O)C1=CC=C(C=C1)CNNC.Cl. Cell line: HCC-2998. Synergy scores: CSS=19.2, Synergy_ZIP=0.632, Synergy_Bliss=3.29, Synergy_Loewe=-9.19, Synergy_HSA=2.21. (3) Drug 1: CC(CN1CC(=O)NC(=O)C1)N2CC(=O)NC(=O)C2. Drug 2: CC1C(C(CC(O1)OC2CC(CC3=C2C(=C4C(=C3O)C(=O)C5=C(C4=O)C(=CC=C5)OC)O)(C(=O)C)O)N)O.Cl. Cell line: KM12. Synergy scores: CSS=40.1, Synergy_ZIP=-4.76, Synergy_Bliss=1.48, Synergy_Loewe=9.56, Synergy_HSA=10.4. (4) Drug 1: CNC(=O)C1=NC=CC(=C1)OC2=CC=C(C=C2)NC(=O)NC3=CC(=C(C=C3)Cl)C(F)(F)F. Drug 2: CC1C(C(CC(O1)OC2CC(CC3=C2C(=C4C(=C3O)C(=O)C5=CC=CC=C5C4=O)O)(C(=O)C)O)N)O. Cell line: KM12. Synergy scores: CSS=56.3, Synergy_ZIP=-5.54, Synergy_Bliss=-9.17, Synergy_Loewe=-6.84, Synergy_HSA=-5.53. (5) Drug 1: CC(C)(C#N)C1=CC(=CC(=C1)CN2C=NC=N2)C(C)(C)C#N. Drug 2: C1=CC=C(C=C1)NC(=O)CCCCCCC(=O)NO. Cell line: CAKI-1. Synergy scores: CSS=36.8, Synergy_ZIP=-7.52, Synergy_Bliss=-4.99, Synergy_Loewe=-13.5, Synergy_HSA=-10.2.